This data is from Catalyst prediction with 721,799 reactions and 888 catalyst types from USPTO. The task is: Predict which catalyst facilitates the given reaction. (1) Reactant: [N+:1]([O-:4])(O)=[O:2].[C:5]([C:9]1[CH:10]=[C:11]([OH:15])[CH:12]=[CH:13][CH:14]=1)([CH3:8])([CH3:7])[CH3:6]. Product: [N+:1]([C:12]1[CH:13]=[CH:14][C:9]([C:5]([CH3:7])([CH3:6])[CH3:8])=[CH:10][C:11]=1[OH:15])([O-:4])=[O:2]. The catalyst class is: 52. (2) Reactant: [CH3:1][O:2][CH2:3]/[CH:4]=[CH:5]/[C:6]1[CH:11]=[CH:10][C:9]([N:12]2[CH2:16][CH2:15][C:14]3([CH2:21][CH2:20][N:19]([S:22]([C:25]4[CH:30]=[CH:29][CH:28]=[CH:27][C:26]=4[O:31][C:32]([F:35])([F:34])[F:33])(=[O:24])=[O:23])[CH2:18][CH2:17]3)[C:13]2=[O:36])=[CH:8][CH:7]=1. Product: [CH3:1][O:2][CH2:3][CH2:4][CH2:5][C:6]1[CH:7]=[CH:8][C:9]([N:12]2[CH2:16][CH2:15][C:14]3([CH2:21][CH2:20][N:19]([S:22]([C:25]4[CH:30]=[CH:29][CH:28]=[CH:27][C:26]=4[O:31][C:32]([F:33])([F:34])[F:35])(=[O:23])=[O:24])[CH2:18][CH2:17]3)[C:13]2=[O:36])=[CH:10][CH:11]=1. The catalyst class is: 19. (3) Reactant: [I:1][C:2]1[C:3]2[CH:10]=[CH:9][NH:8][C:4]=2[N:5]=[CH:6][N:7]=1.[H-].[Na+].[CH3:13][Si:14]([CH2:17][CH2:18][O:19][CH2:20]Cl)([CH3:16])[CH3:15]. Product: [I:1][C:2]1[C:3]2[CH:10]=[CH:9][N:8]([CH2:20][O:19][CH2:18][CH2:17][Si:14]([CH3:16])([CH3:15])[CH3:13])[C:4]=2[N:5]=[CH:6][N:7]=1. The catalyst class is: 3. (4) Reactant: [CH:1]1([C@@H:4]2[O:16][CH2:15][C:7]3=[N:8][O:9][C@@H:10]([C:11](OC)=[O:12])[C@@H:6]3[CH2:5]2)[CH2:3][CH2:2]1.[BH4-].[Na+].[Cl-].[NH4+]. Product: [CH:1]1([C@@H:4]2[O:16][CH2:15][C:7]3=[N:8][O:9][C@@H:10]([CH2:11][OH:12])[C@@H:6]3[CH2:5]2)[CH2:2][CH2:3]1. The catalyst class is: 199. (5) Reactant: [C:1](NCCCCCC(O)=O)(=[O:15])[CH2:2][CH2:3][CH2:4][CH2:5][C@H:6]1[C@@H:14]2[C@@H:9]([NH:10][C:11]([NH:13]2)=[O:12])[CH2:8][S:7]1.CCN(C(C)C)C(C)C.CN(C([O:41]N1N=N[C:44]2[CH:45]=[CH:46][CH:47]=[CH:48][C:43]1=2)=[N+](C)C)C.F[P-](F)(F)(F)(F)F. Product: [C:1]([C:43]1[CH:44]=[CH:45][CH:46]=[CH:47][CH:48]=1)(=[O:15])[C:2]1[CH:3]=[CH:4][CH:5]=[CH:6][CH:14]=1.[OH:41][C:1]([CH2:2][CH2:3][CH2:4][CH2:5][C@H:6]1[C@@H:14]2[C@@H:9]([NH:10][C:11]([NH:13]2)=[O:12])[CH2:8][S:7]1)=[O:15]. The catalyst class is: 3.